This data is from Full USPTO retrosynthesis dataset with 1.9M reactions from patents (1976-2016). The task is: Predict the reactants needed to synthesize the given product. (1) The reactants are: Br[C:2]1[S:6][C:5]([CH:7]2[N:11]([C:12]3[CH:17]=[CH:16][C:15]([F:18])=[CH:14][C:13]=3[F:19])[N:10]=[C:9]([C:20]([F:26])([F:25])[C:21]([F:24])([F:23])[F:22])[CH2:8]2)=[CH:4][CH:3]=1.[C:27]([N:34]1[CH2:39][CH2:38][NH:37][CH2:36][CH2:35]1)([O:29][C:30]([CH3:33])([CH3:32])[CH3:31])=[O:28].C1C=CC(P(C2C(C3C(P(C4C=CC=CC=4)C4C=CC=CC=4)=CC=C4C=3C=CC=C4)=C3C(C=CC=C3)=CC=2)C2C=CC=CC=2)=CC=1.CC(C)([O-])C.[Na+]. Given the product [C:27]([N:34]1[CH2:35][CH2:36][N:37]([C:2]2[S:6][C:5]([CH:7]3[N:11]([C:12]4[CH:17]=[CH:16][C:15]([F:18])=[CH:14][C:13]=4[F:19])[N:10]=[C:9]([C:20]([F:26])([F:25])[C:21]([F:24])([F:23])[F:22])[CH2:8]3)=[CH:4][CH:3]=2)[CH2:38][CH2:39]1)([O:29][C:30]([CH3:33])([CH3:32])[CH3:31])=[O:28], predict the reactants needed to synthesize it. (2) Given the product [C:1]([O:4][C@@H:5]1[C@H:9]([O:10][C:11](=[O:13])[CH3:12])[C@@H:8]([C:14]#[CH:15])[O:7][C@H:6]1[N:16]1[CH:24]=[N:23][C:22]2[C:17]1=[N:18][CH:19]=[N:20][C:21]=2[NH:29][C:28]1[CH:30]=[CH:31][C:32]([F:34])=[CH:33][C:27]=1[Cl:26])(=[O:3])[CH3:2], predict the reactants needed to synthesize it. The reactants are: [C:1]([O:4][C@@H:5]1[C@H:9]([O:10][C:11](=[O:13])[CH3:12])[C@@H:8]([C:14]#[CH:15])[O:7][C@H:6]1[N:16]1[CH:24]=[N:23][C:22]2[C:17]1=[N:18][CH:19]=[N:20][C:21]=2Cl)(=[O:3])[CH3:2].[Cl:26][C:27]1[CH:33]=[C:32]([F:34])[CH:31]=[CH:30][C:28]=1[NH2:29]. (3) Given the product [CH:16]1([CH2:15][C@H:11]([CH2:10][N:9]([CH:21]=[O:22])[OH:8])[C:12]([NH:24][C@@H:25]([C:49]([CH3:52])([CH3:51])[CH3:50])[C:26]([N:28]2[CH2:33][CH2:32][CH:31]([NH:34][C:35](=[O:48])[C:36]3[CH:41]=[C:40]([O:42][CH3:43])[C:39]([O:44][CH3:45])=[C:38]([O:46][CH3:47])[CH:37]=3)[CH2:30][CH2:29]2)=[O:27])=[O:14])[CH2:17][CH2:18][CH2:19][CH2:20]1, predict the reactants needed to synthesize it. The reactants are: C([O:8][N:9]([CH:21]=[O:22])[CH2:10][C@@H:11]([CH2:15][CH:16]1[CH2:20][CH2:19][CH2:18][CH2:17]1)[C:12]([OH:14])=O)C1C=CC=CC=1.Cl.[NH2:24][C@@H:25]([C:49]([CH3:52])([CH3:51])[CH3:50])[C:26]([N:28]1[CH2:33][CH2:32][CH:31]([NH:34][C:35](=[O:48])[C:36]2[CH:41]=[C:40]([O:42][CH3:43])[C:39]([O:44][CH3:45])=[C:38]([O:46][CH3:47])[CH:37]=2)[CH2:30][CH2:29]1)=[O:27]. (4) Given the product [F:20][C:16]1[CH:15]=[C:14]([CH:6]([NH:5][C:3]([CH2:2][NH:1][C:26]([C:22]2[S:21][CH:25]=[CH:24][CH:23]=2)=[O:27])=[O:4])[C:7]2[CH:12]=[CH:11][CH:10]=[C:9]([F:13])[CH:8]=2)[CH:19]=[CH:18][CH:17]=1, predict the reactants needed to synthesize it. The reactants are: [NH2:1][CH2:2][C:3]([NH:5][CH:6]([C:14]1[CH:19]=[CH:18][CH:17]=[C:16]([F:20])[CH:15]=1)[C:7]1[CH:12]=[CH:11][CH:10]=[C:9]([F:13])[CH:8]=1)=[O:4].[S:21]1[CH:25]=[CH:24][CH:23]=[C:22]1[C:26](O)=[O:27].